The task is: Predict the reactants needed to synthesize the given product.. This data is from Full USPTO retrosynthesis dataset with 1.9M reactions from patents (1976-2016). (1) Given the product [NH2:56][CH2:55][C:54]([NH:25][C@H:26]([CH2:30][C@H:31]([NH:46][C:47]([C:49]1[N:50]=[N:51][NH:52][CH:53]=1)=[O:48])[CH2:32][C:33]1[CH:34]=[CH:35][C:36]([C:39]2[CH:44]=[CH:43][CH:42]=[CH:41][C:40]=2[F:45])=[CH:37][CH:38]=1)[C:27]([OH:29])=[O:28])=[O:8], predict the reactants needed to synthesize it. The reactants are: CN(C([O:8]N1N=NC2C=CC=NC1=2)=[N+](C)C)C.F[P-](F)(F)(F)(F)F.[NH2:25][C@H:26]([CH2:30][C@H:31]([NH:46][C:47]([C:49]1[N:50]=[N:51][NH:52][CH:53]=1)=[O:48])[CH2:32][C:33]1[CH:38]=[CH:37][C:36]([C:39]2[CH:44]=[CH:43][CH:42]=[CH:41][C:40]=2[F:45])=[CH:35][CH:34]=1)[C:27]([OH:29])=[O:28].[CH3:54][CH2:55][N:56](C(C)C)C(C)C. (2) The reactants are: Br[C:2]1[C:3]([CH3:12])=[CH:4][C:5]([C:8]([F:11])([F:10])[F:9])=[N:6][CH:7]=1.[B:13]1([B:13]2[O:17][C:16]([CH3:19])([CH3:18])[C:15]([CH3:21])([CH3:20])[O:14]2)[O:17][C:16]([CH3:19])([CH3:18])[C:15]([CH3:21])([CH3:20])[O:14]1.C([O-])(=O)C.[K+].[NH4+].[Cl-]. Given the product [CH3:12][C:3]1[C:2]([B:13]2[O:17][C:16]([CH3:19])([CH3:18])[C:15]([CH3:21])([CH3:20])[O:14]2)=[CH:7][N:6]=[C:5]([C:8]([F:11])([F:10])[F:9])[CH:4]=1, predict the reactants needed to synthesize it. (3) Given the product [NH2:10][CH2:9][C@@H:8]([NH:11][C@H:12]([C:14]1[CH:15]=[CH:16][CH:17]=[CH:18][CH:19]=1)[CH3:13])[C:5]1([CH:4]([O:3][CH2:1][CH3:2])[O:20][CH2:21][CH3:22])[CH2:7][CH2:6]1, predict the reactants needed to synthesize it. The reactants are: [CH2:1]([O:3][CH:4]([O:20][CH2:21][CH3:22])[C:5]1([C@H:8]([NH:11][C@H:12]([C:14]2[CH:19]=[CH:18][CH:17]=[CH:16][CH:15]=2)[CH3:13])[C:9]#[N:10])[CH2:7][CH2:6]1)[CH3:2].[OH-].[Na+].[H][H]. (4) Given the product [CH3:3][C:15](=[C:14]([CH3:22])[CH3:13])[CH2:16][CH2:17][C:18](=[CH2:19])[CH2:20][CH2:21][Si:26]([O:30][CH2:31][CH3:32])([O:27][CH2:28][CH3:29])[O:25][CH2:23][CH3:24], predict the reactants needed to synthesize it. The reactants are: N#N.[C:3](=O)=O.C(O)(C)C.C[Mg]Cl.[CH3:13][C:14]([CH3:22])=[CH:15][CH2:16][CH2:17][C:18]([CH:20]=[CH2:21])=[CH2:19].[CH2:23]([O:25][SiH:26]([O:30][CH2:31][CH3:32])[O:27][CH2:28][CH3:29])[CH3:24]. (5) Given the product [C:34]([O:38][C:39]([N:41]1[C:50]2[C:45](=[CH:46][C:47]([C:2]3[CH:7]=[N:6][CH:5]=[C:4]([C:8](=[O:10])[CH3:9])[CH:3]=3)=[CH:48][N:49]=2)[CH2:44][CH2:43][CH2:42]1)=[O:40])([CH3:37])([CH3:35])[CH3:36], predict the reactants needed to synthesize it. The reactants are: Br[C:2]1[CH:3]=[C:4]([C:8](=[O:10])[CH3:9])[CH:5]=[N:6][CH:7]=1.B1(B2OC(C)(C)C(C)(C)O2)OC(C)(C)C(C)(C)O1.C([O-])(=O)C.[K+].[C:34]([O:38][C:39]([N:41]1[C:50]2[C:45](=[CH:46][C:47](Br)=[CH:48][N:49]=2)[CH2:44][CH2:43][CH2:42]1)=[O:40])([CH3:37])([CH3:36])[CH3:35].C(=O)([O-])[O-].[Na+].[Na+]. (6) Given the product [Br:19][C:17]1[CH:18]=[C:13]([NH:12][S:7]([C:4]2[CH:5]=[CH:6][C:1]([CH3:11])=[CH:2][CH:3]=2)(=[O:9])=[O:8])[C:14]([NH:20][C@@H:21]([CH3:24])[CH2:22][OH:23])=[CH:15][N:16]=1, predict the reactants needed to synthesize it. The reactants are: [C:1]1([CH3:11])[CH:6]=[CH:5][C:4]([S:7](Cl)(=[O:9])=[O:8])=[CH:3][CH:2]=1.[NH2:12][C:13]1[CH:18]=[C:17]([Br:19])[N:16]=[CH:15][C:14]=1[NH:20][C@@H:21]([CH3:24])[CH2:22][OH:23]. (7) Given the product [F:25][C:26]1[CH:27]=[CH:28][C:29]([C:32]2[S:36][C:35]([CH3:37])=[N:34][C:33]=2[C:38]([N:1]2[CH2:6][CH2:5][CH2:4][CH2:3][CH:2]2[CH2:7][C:8]2[NH:9][C:10]3[C:15]([CH:16]=2)=[CH:14][CH:13]=[CH:12][CH:11]=3)=[O:39])=[CH:30][CH:31]=1, predict the reactants needed to synthesize it. The reactants are: [NH:1]1[CH2:6][CH2:5][CH2:4][CH2:3][CH:2]1[CH2:7][C:8]1[N:9](COCC[Si](C)(C)C)[C:10]2[C:15]([CH:16]=1)=[CH:14][CH:13]=[CH:12][CH:11]=2.[F:25][C:26]1[CH:31]=[CH:30][C:29]([C:32]2[S:36][C:35]([CH3:37])=[N:34][C:33]=2[C:38](Cl)=[O:39])=[CH:28][CH:27]=1.[F-].C([N+](CCCC)(CCCC)CCCC)CCC.O. (8) Given the product [Cl:17][C:18]1[CH:23]=[C:2]([CH:1]=[O:4])[C:21]([Cl:25])=[CH:20][C:19]=1[CH:26]=[O:7], predict the reactants needed to synthesize it. The reactants are: [C:1]([OH:4])(=O)[CH3:2].C(OC(=O)C)(=[O:7])C.S(=O)(=O)(O)O.[Cl:17][C:18]1[CH:23]=C(C)[C:21]([Cl:25])=[CH:20][C:19]=1[CH3:26]. (9) Given the product [CH3:1][S:2]([N:5]1[C:9]2=[CH:10][CH:11]=[C:12]3[C:17]([N:16]=[C:15]([C:18]4[CH:19]=[CH:20][C:21]([NH:22][C:31](=[O:34])[CH2:32][CH3:33])=[CH:23][CH:24]=4)[N:14]=[C:13]3[N:25]3[CH2:30][CH2:29][O:28][CH2:27][CH2:26]3)=[C:8]2[CH:7]=[CH:6]1)(=[O:4])=[O:3], predict the reactants needed to synthesize it. The reactants are: [CH3:1][S:2]([N:5]1[C:9]2=[CH:10][CH:11]=[C:12]3[C:17]([N:16]=[C:15]([C:18]4[CH:24]=[CH:23][C:21]([NH2:22])=[CH:20][CH:19]=4)[N:14]=[C:13]3[N:25]3[CH2:30][CH2:29][O:28][CH2:27][CH2:26]3)=[C:8]2[CH:7]=[CH:6]1)(=[O:4])=[O:3].[C:31](Cl)(=[O:34])[CH2:32][CH3:33]. (10) Given the product [Cl:1][C:2]1[CH:3]=[C:4]([NH:8][C:9](=[O:17])[C:10]2[CH:15]=[CH:14][C:13]([N:19]([CH3:20])[CH3:18])=[N:12][CH:11]=2)[CH:5]=[CH:6][CH:7]=1, predict the reactants needed to synthesize it. The reactants are: [Cl:1][C:2]1[CH:3]=[C:4]([NH:8][C:9](=[O:17])[C:10]2[CH:15]=[CH:14][C:13](F)=[N:12][CH:11]=2)[CH:5]=[CH:6][CH:7]=1.[CH3:18][N:19](C)[CH:20]=O.